Dataset: Full USPTO retrosynthesis dataset with 1.9M reactions from patents (1976-2016). Task: Predict the reactants needed to synthesize the given product. (1) Given the product [C:19]([O:18][C:16]([N:23]1[CH2:28][CH2:27][C:26]2([NH:6][C:4](=[O:5])[C:3]3[CH:7]=[C:8]([C:11]4[NH:15][N:14]=[N:13][N:12]=4)[CH:9]=[CH:10][C:2]=3[O:1]2)[CH2:25][CH2:24]1)=[O:17])([CH3:22])([CH3:20])[CH3:21], predict the reactants needed to synthesize it. The reactants are: [OH:1][C:2]1[CH:10]=[CH:9][C:8]([C:11]2[NH:15][N:14]=[N:13][N:12]=2)=[CH:7][C:3]=1[C:4]([NH2:6])=[O:5].[C:16]([N:23]1[CH2:28][CH2:27][C:26](=O)[CH2:25][CH2:24]1)([O:18][C:19]([CH3:22])([CH3:21])[CH3:20])=[O:17].N1CCOCC1.C(O)(C(F)(F)F)=O. (2) Given the product [NH:30]1[CH:31]=[C:32]([NH:37][C:19]([C:6]2[C:5]3[C:9](=[CH:10][C:2]([Br:1])=[CH:3][CH:4]=3)[N:8]([CH2:11][O:12][CH2:13][CH2:14][Si:15]([CH3:16])([CH3:17])[CH3:18])[N:7]=2)=[O:21])[CH:33]=[N:38]1, predict the reactants needed to synthesize it. The reactants are: [Br:1][C:2]1[CH:10]=[C:9]2[C:5]([C:6]([C:19]([OH:21])=O)=[N:7][N:8]2[CH2:11][O:12][CH2:13][CH2:14][Si:15]([CH3:18])([CH3:17])[CH3:16])=[CH:4][CH:3]=1.CN(C(O[N:30]1[N:38]=[N:37][C:32]2[CH:33]=CC=N[C:31]1=2)=[N+](C)C)C.F[P-](F)(F)(F)(F)F.C(N(C(C)C)CC)(C)C.N1C=C(N)C=N1.